This data is from Catalyst prediction with 721,799 reactions and 888 catalyst types from USPTO. The task is: Predict which catalyst facilitates the given reaction. (1) Reactant: [ClH:1].[CH2:2]([N:4]([CH:12]([CH3:14])[CH3:13])[C:5]1[CH:10]=[CH:9][C:8]([NH2:11])=[CH:7][CH:6]=1)[CH3:3].Cl.Cl.[NH2:17][C:18]1[CH:27]=[C:26]([NH2:28])[CH:25]=[CH:24][C:19]=1[O:20][CH2:21][CH2:22][OH:23].N. Product: [ClH:1].[NH2:28][C:26]1[C:25](=[N:11][C:8]2[CH:9]=[CH:10][C:5]([N:4]([CH2:2][CH3:3])[CH:12]([CH3:13])[CH3:14])=[CH:6][CH:7]=2)[CH:24]=[C:19]([O:20][CH2:21][CH2:22][OH:23])[C:18](=[NH:17])[CH:27]=1. The catalyst class is: 97. (2) Reactant: [Br:1][C:2]1[CH:3]=[C:4]([C:8]2([C:12]([OH:14])=O)[CH2:11][CH2:10][CH2:9]2)[CH:5]=[CH:6][CH:7]=1.C(N(CC)CC)C.ClC(OCC)=O.[N-:28]=[N+:29]=[N-:30].[Na+]. Product: [Br:1][C:2]1[CH:3]=[C:4]([C:8]2([C:12]([N:28]=[N+:29]=[N-:30])=[O:14])[CH2:11][CH2:10][CH2:9]2)[CH:5]=[CH:6][CH:7]=1. The catalyst class is: 20. (3) Reactant: C([N:3]([CH2:6]C)CC)C.[C:8]([NH:11][C@H:12](C(O)=O)[CH2:13][CH2:14][CH2:15][CH2:16][NH2:17])(=[O:10])[CH3:9].[C:29](O[C:29]([O:31][C:32]([CH3:35])([CH3:34])[CH3:33])=[O:30])([O:31][C:32]([CH3:35])([CH3:34])[CH3:33])=[O:30].C(=O)([O-])[OH:37].[Na+]. The catalyst class is: 18. Product: [C:32]([O:31][C:29](=[O:30])[NH:17][CH:16]([C:6](=[O:37])[NH2:3])[CH2:15][CH2:14][CH2:13][CH2:12][NH:11][C:8](=[O:10])[CH3:9])([CH3:33])([CH3:34])[CH3:35]. (4) Reactant: C(OC(=O)[NH:7][C@H:8]1[CH2:13][CH2:12][C@H:11]([CH2:14][CH2:15][C:16]#[N:17])[CH2:10][CH2:9]1)(C)(C)C.[F:19][C:20]([F:25])([F:24])[C:21]([OH:23])=[O:22]. Product: [F:19][C:20]([F:25])([F:24])[C:21]([OH:23])=[O:22].[NH2:7][C@H:8]1[CH2:13][CH2:12][C@H:11]([CH2:14][CH2:15][C:16]#[N:17])[CH2:10][CH2:9]1. The catalyst class is: 2. (5) Reactant: [H-].[Na+].Cl[CH2:4][CH2:5][S:6](Cl)(=[O:8])=[O:7].[CH:10]1([O:16][C:17]2[CH:22]=[CH:21][C:20]([C:23]3[C:24]([NH2:30])=[N:25][CH:26]=[C:27]([CH3:29])[N:28]=3)=[CH:19][CH:18]=2)[CH2:15][CH2:14][CH2:13][CH2:12][CH2:11]1. Product: [CH:10]1([O:16][C:17]2[CH:18]=[CH:19][C:20]([C:23]3[C:24]4=[N:30][S:6](=[O:8])(=[O:7])[CH2:5][CH2:4][N:25]4[CH:26]=[C:27]([CH3:29])[N:28]=3)=[CH:21][CH:22]=2)[CH2:11][CH2:12][CH2:13][CH2:14][CH2:15]1. The catalyst class is: 1. (6) Reactant: [C:1]([C:4]1[CH:5]=[C:6]([CH:42]=[CH:43][C:44]=1[CH3:45])[CH2:7][O:8][CH:9]1[CH:14]([C:15]2[CH:20]=[CH:19][C:18]([O:21][CH2:22][CH2:23][CH2:24][O:25][CH2:26][C:27]3[CH:32]=[CH:31][CH:30]=[CH:29][C:28]=3[O:33][CH3:34])=[CH:17][CH:16]=2)[CH2:13][CH2:12][N:11]([C:35]([O:37][C:38]([CH3:41])([CH3:40])[CH3:39])=[O:36])[CH2:10]1)(O)=[O:2].C(Cl)(=O)C([Cl:49])=O.CN(C)C=O. Product: [Cl:49][C:1]([C:4]1[CH:5]=[C:6]([CH:42]=[CH:43][C:44]=1[CH3:45])[CH2:7][O:8][CH:9]1[CH:14]([C:15]2[CH:20]=[CH:19][C:18]([O:21][CH2:22][CH2:23][CH2:24][O:25][CH2:26][C:27]3[CH:32]=[CH:31][CH:30]=[CH:29][C:28]=3[O:33][CH3:34])=[CH:17][CH:16]=2)[CH2:13][CH2:12][N:11]([C:35]([O:37][C:38]([CH3:41])([CH3:40])[CH3:39])=[O:36])[CH2:10]1)=[O:2]. The catalyst class is: 4.